Task: Predict the reaction yield, written as a fraction of the theoretical maximum amount of product (1.0 means a 100% yield; for example, 0.34 means a 34% yield).. Dataset: Reaction yield outcomes from USPTO patents with 853,638 reactions (1) The reactants are C[O:2][C:3]1[CH:4]=[C:5]([C:9]2[CH:16]=[CH:15][C:12]([C:13]#[N:14])=[CH:11][CH:10]=2)[CH:6]=[N:7][CH:8]=1.Cl.[NH+]1C=CC=CC=1.[OH-].[Na+]. The catalyst is O. The product is [OH:2][C:3]1[CH:4]=[C:5]([C:9]2[CH:16]=[CH:15][C:12]([C:13]#[N:14])=[CH:11][CH:10]=2)[CH:6]=[N:7][CH:8]=1. The yield is 0.760. (2) The reactants are C(OC([NH:11][C:12]([NH:33]C(OCC1C=CC=CC=1)=O)=[N:13][CH:14]([C:24]([CH3:32])([CH3:31])[O:25][SiH2:26][C:27]([CH3:30])([CH3:29])[CH3:28])[CH2:15][O:16][Si:17]([C:20]([CH3:23])([CH3:22])[CH3:21])([CH3:19])[CH3:18])=O)C1C=CC=CC=1. The catalyst is CCO.[Pd]. The product is [C:20]([Si:17]([CH3:19])([CH3:18])[O:16][CH2:15][CH:14]([NH:13][C:12]([NH2:33])=[NH:11])[C:24]([CH3:32])([CH3:31])[O:25][SiH2:26][C:27]([CH3:28])([CH3:29])[CH3:30])([CH3:21])([CH3:22])[CH3:23]. The yield is 1.06. (3) The reactants are [Cl:1][C:2]1[CH:7]=[CH:6][N:5]=[C:4]2[CH:8]=[C:9]([C:11]([N:13]3[CH2:17][CH2:16][C@@H:15]([OH:18])[CH2:14]3)=[O:12])[S:10][C:3]=12.[H-].[Na+].I[CH3:22]. The catalyst is C1COCC1. The product is [Cl:1][C:2]1[CH:7]=[CH:6][N:5]=[C:4]2[CH:8]=[C:9]([C:11]([N:13]3[CH2:17][CH2:16][C@@H:15]([O:18][CH3:22])[CH2:14]3)=[O:12])[S:10][C:3]=12. The yield is 0.840. (4) The reactants are C[O:2][C:3]([C:5]1[C:6]([CH3:28])=[CH:7][C:8]([CH3:27])=[C:9]([C:11]2[NH:26][C:14]3[CH2:15][N:16]([C:19]([O:21][C:22]([CH3:25])([CH3:24])[CH3:23])=[O:20])[CH2:17][CH2:18][C:13]=3[N:12]=2)[CH:10]=1)=[O:4].[OH-].[Na+]. The catalyst is CO.O. The product is [C:22]([O:21][C:19]([N:16]1[CH2:17][CH2:18][C:13]2[N:12]=[C:11]([C:9]3[C:8]([CH3:27])=[CH:7][C:6]([CH3:28])=[C:5]([CH:10]=3)[C:3]([OH:4])=[O:2])[NH:26][C:14]=2[CH2:15]1)=[O:20])([CH3:25])([CH3:24])[CH3:23]. The yield is 0.690. (5) The reactants are [CH2:1]([O:5][C:6]1[N:14]=[C:13]2[C:9]([NH:10][CH:11]=[N:12]2)=[C:8]([NH2:15])[N:7]=1)[CH2:2][CH2:3][CH3:4].C(=O)([O-])[O-].[K+].[K+].[Cl:22][C:23]1[CH:28]=[CH:27][C:26]([CH2:29]Cl)=[CH:25][N:24]=1. The catalyst is CN(C=O)C. The product is [CH2:1]([O:5][C:6]1[N:14]=[C:13]2[C:9]([N:10]=[CH:11][N:12]2[CH2:29][C:26]2[CH:25]=[N:24][C:23]([Cl:22])=[CH:28][CH:27]=2)=[C:8]([NH2:15])[N:7]=1)[CH2:2][CH2:3][CH3:4]. The yield is 0.720. (6) The product is [Si:34]([O:33][C@@H:23]1[CH2:22][C:21]2[C@@:26]([CH3:32])([CH:27]3[CH:18]([CH2:19][CH:20]=2)[CH:17]2[C@@:30]([CH3:31])([C@@H:14]([CH:12]([OH:13])[CH2:11][OH:10])[CH2:15][CH2:16]2)[CH2:29][CH2:28]3)[CH2:25][CH2:24]1)([C:47]([CH3:50])([CH3:49])[CH3:48])([C:41]1[CH:42]=[CH:43][CH:44]=[CH:45][CH:46]=1)[C:35]1[CH:36]=[CH:37][CH:38]=[CH:39][CH:40]=1. The yield is 0.670. The reactants are [H-].[H-].[H-].[H-].[Li+].[Al+3].C([O:10][CH2:11][C:12]([C@@H:14]1[C@:30]2([CH3:31])[CH:17]([CH:18]3[CH:27]([CH2:28][CH2:29]2)[C@:26]2([CH3:32])[C:21]([CH2:22][C@@H:23]([O:33][Si:34]([C:47]([CH3:50])([CH3:49])[CH3:48])([C:41]4[CH:46]=[CH:45][CH:44]=[CH:43][CH:42]=4)[C:35]4[CH:40]=[CH:39][CH:38]=[CH:37][CH:36]=4)[CH2:24][CH2:25]2)=[CH:20][CH2:19]3)[CH2:16][CH2:15]1)=[O:13])(=O)C. The catalyst is C1COCC1. (7) The reactants are [N+:1]([C:4]1[CH:21]=[CH:20][C:7]([O:8][C:9]2[C:18]3[C:13](=[CH:14][C:15]([OH:19])=[CH:16][CH:17]=3)[N:12]=[CH:11][CH:10]=2)=[CH:6][CH:5]=1)([O-:3])=[O:2].[OH-].[K+].Br[CH2:25][CH2:26][OH:27]. The catalyst is CN(C=O)C. The product is [N+:1]([C:4]1[CH:21]=[CH:20][C:7]([O:8][C:9]2[C:18]3[C:13](=[CH:14][C:15]([O:19][CH2:25][CH2:26][OH:27])=[CH:16][CH:17]=3)[N:12]=[CH:11][CH:10]=2)=[CH:6][CH:5]=1)([O-:3])=[O:2]. The yield is 0.128. (8) The reactants are ClC1C=CC=C(C(OO)=[O:9])C=1.[CH3:12][C:13]1[C:18]([CH3:19])=[CH:17][C:16]([CH3:20])=[CH:15][N:14]=1. The catalyst is C(Cl)Cl. The product is [CH3:12][C:13]1[C:18]([CH3:19])=[CH:17][C:16]([CH3:20])=[CH:15][N+:14]=1[O-:9]. The yield is 0.580. (9) The reactants are [F:1][C:2]1[C:3]([CH:9]2[CH2:13][CH2:12][CH2:11][O:10]2)=[C:4]([CH:6]=[CH:7][CH:8]=1)[NH2:5].[Br:14]N1C(=O)CCC1=O. The catalyst is C(OC)(C)(C)C.C(#N)C.CCCCCC. The product is [Br:14][C:8]1[CH:7]=[CH:6][C:4]([NH2:5])=[C:3]([CH:9]2[CH2:13][CH2:12][CH2:11][O:10]2)[C:2]=1[F:1]. The yield is 0.900. (10) The reactants are [OH:1][B:2]1[C:6]2[CH:7]=[C:8]([CH2:11][NH:12]C(=O)OC(C)(C)C)[CH:9]=[CH:10][C:5]=2[CH2:4][O:3]1. The catalyst is Cl.CCOC(C)=O. The product is [NH2:12][CH2:11][C:8]1[CH:9]=[CH:10][C:5]2[CH2:4][O:3][B:2]([OH:1])[C:6]=2[CH:7]=1. The yield is 0.740.